From a dataset of NCI-60 drug combinations with 297,098 pairs across 59 cell lines. Regression. Given two drug SMILES strings and cell line genomic features, predict the synergy score measuring deviation from expected non-interaction effect. (1) Drug 1: C1=NC2=C(N=C(N=C2N1C3C(C(C(O3)CO)O)F)Cl)N. Drug 2: CN(C(=O)NC(C=O)C(C(C(CO)O)O)O)N=O. Cell line: RXF 393. Synergy scores: CSS=-2.01, Synergy_ZIP=1.37, Synergy_Bliss=2.04, Synergy_Loewe=-3.01, Synergy_HSA=-2.14. (2) Drug 1: C1C(C(OC1N2C=C(C(=O)NC2=O)F)CO)O. Drug 2: CCN(CC)CCCC(C)NC1=C2C=C(C=CC2=NC3=C1C=CC(=C3)Cl)OC. Cell line: K-562. Synergy scores: CSS=41.1, Synergy_ZIP=-3.72, Synergy_Bliss=-2.54, Synergy_Loewe=-9.12, Synergy_HSA=-2.41.